This data is from Catalyst prediction with 721,799 reactions and 888 catalyst types from USPTO. The task is: Predict which catalyst facilitates the given reaction. (1) Reactant: [C:1]([C:3]1[CH:8]=[CH:7][C:6]([CH:9]2[CH2:14][CH2:13][N:12]([C:15]([O:17][C:18]([CH3:21])([CH3:20])[CH3:19])=[O:16])[CH2:11][CH2:10]2)=[CH:5][CH:4]=1)#[N:2].C(OCC)(=[O:24])C. Product: [C:1]([C:3]1[CH:4]=[CH:5][C:6]([CH:9]2[CH2:10][CH2:11][N:12]([C:15]([O:17][C:18]([CH3:21])([CH3:20])[CH3:19])=[O:16])[C:13](=[O:24])[CH2:14]2)=[CH:7][CH:8]=1)#[N:2]. The catalyst class is: 6. (2) Reactant: [Si]([O:8][CH2:9][C@H:10]1[N:15]([CH3:16])[C@H:14]([C:17]([NH:19][CH3:20])=[O:18])[C@H:13]2[O:21]C(C)(C)[O:23][C@H:12]2[C@@H:11]1[OH:26])(C(C)(C)C)(C)C.[ClH:27]. Product: [ClH:27].[OH:21][C@H:13]1[C@@H:12]([OH:23])[C@H:11]([OH:26])[C@@H:10]([CH2:9][OH:8])[N:15]([CH3:16])[C@@H:14]1[C:17]([NH:19][CH3:20])=[O:18]. The catalyst class is: 24.